From a dataset of Full USPTO retrosynthesis dataset with 1.9M reactions from patents (1976-2016). Predict the reactants needed to synthesize the given product. (1) Given the product [CH:1]([N:14]1[CH2:19][CH2:18][N:17]([NH:20][C:21]([C@@H:23]2[CH2:28][N:27]([C:51](=[O:52])[CH2:50][CH2:49][CH2:48][C:42]3[CH:47]=[CH:46][CH:45]=[CH:44][CH:43]=3)[CH2:26][CH2:25][N:24]2[S:29]([C:32]2[CH:37]=[CH:36][C:35]([O:38][CH3:39])=[C:34]([O:40][CH3:41])[CH:33]=2)(=[O:31])=[O:30])=[O:22])[CH2:16][CH2:15]1)([C:2]1[CH:7]=[CH:6][CH:5]=[CH:4][CH:3]=1)[C:8]1[CH:13]=[CH:12][CH:11]=[CH:10][CH:9]=1, predict the reactants needed to synthesize it. The reactants are: [CH:1]([N:14]1[CH2:19][CH2:18][N:17]([NH:20][C:21]([C@@H:23]2[CH2:28][NH:27][CH2:26][CH2:25][N:24]2[S:29]([C:32]2[CH:37]=[CH:36][C:35]([O:38][CH3:39])=[C:34]([O:40][CH3:41])[CH:33]=2)(=[O:31])=[O:30])=[O:22])[CH2:16][CH2:15]1)([C:8]1[CH:13]=[CH:12][CH:11]=[CH:10][CH:9]=1)[C:2]1[CH:7]=[CH:6][CH:5]=[CH:4][CH:3]=1.[C:42]1([CH2:48][CH2:49][CH2:50][C:51](O)=[O:52])[CH:47]=[CH:46][CH:45]=[CH:44][CH:43]=1.C(N(CC)C(C)C)(C)C.C1CN([P+](ON2N=NC3C=CC=CC2=3)(N2CCCC2)N2CCCC2)CC1.F[P-](F)(F)(F)(F)F. (2) Given the product [Cl:1][C:2]1[CH:3]=[C:4]([NH:5][C:35]([NH:52][C@H:50]([C:47]2[CH:48]=[CH:49][C:44]([F:43])=[CH:45][CH:46]=2)[CH3:51])=[O:41])[CH:6]=[CH:7][C:8]=1[O:9][C:10]1[C:19]2[C:14](=[CH:15][C:16]([O:22][CH3:23])=[C:17]([O:20][CH3:21])[CH:18]=2)[N:13]=[CH:12][CH:11]=1, predict the reactants needed to synthesize it. The reactants are: [Cl:1][C:2]1[CH:3]=[C:4]([CH:6]=[CH:7][C:8]=1[O:9][C:10]1[C:19]2[C:14](=[CH:15][C:16]([O:22][CH3:23])=[C:17]([O:20][CH3:21])[CH:18]=2)[N:13]=[CH:12][CH:11]=1)[NH2:5].C(N(CC)CC)C.ClC(Cl)(O[C:35](=[O:41])OC(Cl)(Cl)Cl)Cl.[F:43][C:44]1[CH:49]=[CH:48][C:47]([C@@H:50]([NH2:52])[CH3:51])=[CH:46][CH:45]=1. (3) Given the product [F:45][C:44]([F:46])([F:47])[C:42]1[CH:43]=[C:38]([CH:36]([N:19]([CH2:18][C:9]2[CH:10]=[C:11]([C:14]([F:15])([F:16])[F:17])[CH:12]=[CH:13][C:8]=2[N:7]([CH2:6][CH:1]2[CH2:2][CH2:3][CH2:4][CH2:5]2)[CH2:31][CH3:32])[C:20]2[N:25]=[CH:24][C:23]([O:26][CH2:27][CH2:28][S:29][CH3:30])=[CH:22][N:21]=2)[CH3:37])[CH:39]=[C:40]([C:48]([F:49])([F:50])[F:51])[CH:41]=1, predict the reactants needed to synthesize it. The reactants are: [CH:1]1([CH2:6][N:7]([CH2:31][CH3:32])[C:8]2[CH:13]=[CH:12][C:11]([C:14]([F:17])([F:16])[F:15])=[CH:10][C:9]=2[CH2:18][NH:19][C:20]2[N:25]=[CH:24][C:23]([O:26][CH2:27][CH2:28][S:29][CH3:30])=[CH:22][N:21]=2)[CH2:5][CH2:4][CH2:3][CH2:2]1.[H-].[Na+].Br[CH:36]([C:38]1[CH:43]=[C:42]([C:44]([F:47])([F:46])[F:45])[CH:41]=[C:40]([C:48]([F:51])([F:50])[F:49])[CH:39]=1)[CH3:37].O. (4) The reactants are: [S:1]1[C:5]([C:6]2[N:10]3[N:11]=[C:12](Cl)[C:13]([CH3:16])=[C:14]([CH3:15])[C:9]3=[N:8][CH:7]=2)=[CH:4][C:3]2[CH:18]=[CH:19][CH:20]=[CH:21][C:2]1=2.CC1(C)C2C(=C(P(C3C=CC=CC=3)C3C=CC=CC=3)C=CC=2)OC2C(P(C3C=CC=CC=3)C3C=CC=CC=3)=CC=CC1=2.C(=O)([O-])[O-].[K+].[K+].[CH3:70][O:71][C:72]1[CH:73]=[C:74]([CH:76]=[CH:77][C:78]=1[O:79][CH3:80])[NH2:75]. Given the product [S:1]1[C:5]([C:6]2[N:10]3[N:11]=[C:12]([NH:75][C:74]4[CH:76]=[CH:77][C:78]([O:79][CH3:80])=[C:72]([O:71][CH3:70])[CH:73]=4)[C:13]([CH3:16])=[C:14]([CH3:15])[C:9]3=[N:8][CH:7]=2)=[CH:4][C:3]2[CH:18]=[CH:19][CH:20]=[CH:21][C:2]1=2, predict the reactants needed to synthesize it. (5) Given the product [Cl:1][C:2]1[CH:7]=[CH:6][N:5]=[C:4]2[CH:8]([N:18]3[CH2:23][CH2:22][N:21]([C:53](=[O:54])[CH2:52][C:48]4[CH:47]=[N:46][CH:51]=[CH:50][CH:49]=4)[CH2:20][CH2:19]3)[C:9]3[CH:16]=[CH:15][C:14]([Cl:17])=[CH:13][C:10]=3[CH2:11][CH2:12][C:3]=12, predict the reactants needed to synthesize it. The reactants are: [Cl:1][C:2]1[CH:7]=[CH:6][N:5]=[C:4]2[CH:8]([N:18]3[CH2:23][CH2:22][NH:21][CH2:20][CH2:19]3)[C:9]3[CH:16]=[CH:15][C:14]([Cl:17])=[CH:13][C:10]=3[CH2:11][CH2:12][C:3]=12.ClC1C=CC2C(N3CCNCC3)C3=NC=CC=C3CCC=2C=1.[N:46]1[CH:51]=[CH:50][CH:49]=[C:48]([CH2:52][C:53](O)=[O:54])[CH:47]=1.N1C=CC(CC(O)=O)=CC=1.